Dataset: Forward reaction prediction with 1.9M reactions from USPTO patents (1976-2016). Task: Predict the product of the given reaction. (1) Given the reactants [CH:1]1([CH:7]([C:19]2[S:20][C:21]([C:25]3[CH:30]=[CH:29][CH:28]=[CH:27][CH:26]=3)=[CH:22][C:23]=2[CH3:24])[O:8][C:9]2[CH:18]=[CH:17][C:12]([C:13]([O:15]C)=[O:14])=[CH:11][CH:10]=2)[CH2:6][CH2:5][CH2:4][CH2:3][CH2:2]1.[OH-].[Na+].O.Cl, predict the reaction product. The product is: [CH:1]1([CH:7]([C:19]2[S:20][C:21]([C:25]3[CH:30]=[CH:29][CH:28]=[CH:27][CH:26]=3)=[CH:22][C:23]=2[CH3:24])[O:8][C:9]2[CH:18]=[CH:17][C:12]([C:13]([OH:15])=[O:14])=[CH:11][CH:10]=2)[CH2:6][CH2:5][CH2:4][CH2:3][CH2:2]1. (2) Given the reactants ClC1C=C(F)C=CC=1N1CCN(C(C2C=CC=C(Cl)C=2Cl)=O)CC1=O.[F:26][C:27]1[CH:28]=[CH:29][C:30]([N:35]2[CH2:40][CH2:39][NH:38][CH2:37][C:36]2=[O:41])=[C:31]([CH:34]=1)[C:32]#[N:33].Cl.[Cl:43][C:44]1[C:52]([C:53]([F:56])([F:55])[F:54])=[CH:51][CH:50]=[CH:49][C:45]=1[C:46](Cl)=[O:47].ClC1C=C(F)C=CC=1N1CCNCC1=O.ClC1C(Cl)=CC=CC=1C(Cl)=O, predict the reaction product. The product is: [Cl:43][C:44]1[C:52]([C:53]([F:55])([F:56])[F:54])=[CH:51][CH:50]=[CH:49][C:45]=1[C:46]([N:38]1[CH2:39][CH2:40][N:35]([C:30]2[CH:29]=[CH:28][C:27]([F:26])=[CH:34][C:31]=2[C:32]#[N:33])[C:36](=[O:41])[CH2:37]1)=[O:47]. (3) The product is: [Si:1]([O:8][CH2:9][C:10]1([CH2:24][O:25][Si:26]([C:29]([CH3:32])([CH3:31])[CH3:30])([CH3:28])[CH3:27])[O:15][C:14]2[CH:16]=[CH:17][C:18]([N+:20]([O-:22])=[O:21])=[CH:19][C:13]=2[NH:12][C:11]1=[S:42])([C:4]([CH3:7])([CH3:6])[CH3:5])([CH3:3])[CH3:2]. Given the reactants [Si:1]([O:8][CH2:9][C:10]1([CH2:24][O:25][Si:26]([C:29]([CH3:32])([CH3:31])[CH3:30])([CH3:28])[CH3:27])[O:15][C:14]2[CH:16]=[CH:17][C:18]([N+:20]([O-:22])=[O:21])=[CH:19][C:13]=2[NH:12][C:11]1=O)([C:4]([CH3:7])([CH3:6])[CH3:5])([CH3:3])[CH3:2].COC1C=CC(P2(SP(C3C=CC(OC)=CC=3)(=S)S2)=[S:42])=CC=1, predict the reaction product. (4) Given the reactants Cl[C:2]1[C:7]([C:8]2[CH:13]=[CH:12][CH:11]=[CH:10][C:9]=2[F:14])=[C:6]([Cl:15])[N:5]=[C:4]([S:16][CH3:17])[N:3]=1.[CH:18]1([NH2:23])[CH2:22][CH2:21][CH2:20][CH2:19]1.C(OCC)(=O)C, predict the reaction product. The product is: [Cl:15][C:6]1[C:7]([C:8]2[CH:13]=[CH:12][CH:11]=[CH:10][C:9]=2[F:14])=[C:2]([NH:23][CH:18]2[CH2:22][CH2:21][CH2:20][CH2:19]2)[N:3]=[C:4]([S:16][CH3:17])[N:5]=1. (5) Given the reactants [CH3:1][N:2]1[C:6](C2C=NC3C4C=CC(C(OC)=O)=CC=4NC=3C=2)=[C:5]([CH3:24])[N:4]=[N:3]1.Br[C:26]1[CH:38]=[N:37][C:36]2[C:35]3[C:34]([F:39])=[CH:33][CH:32]=[C:31]([S:40]([CH3:43])(=[O:42])=[O:41])[C:30]=3[N:29]([C@@H:44]([CH:51]3[CH2:56][CH2:55][O:54][CH2:53][CH2:52]3)[C:45]3[CH:50]=[CH:49][CH:48]=[CH:47][CH:46]=3)[C:28]=2[CH:27]=1, predict the reaction product. The product is: [F:39][C:34]1[C:35]2[C:36]3[N:37]=[CH:38][C:26]([C:6]4[N:2]([CH3:1])[N:3]=[N:4][C:5]=4[CH3:24])=[CH:27][C:28]=3[N:29]([C@@H:44]([CH:51]3[CH2:52][CH2:53][O:54][CH2:55][CH2:56]3)[C:45]3[CH:50]=[CH:49][CH:48]=[CH:47][CH:46]=3)[C:30]=2[C:31]([S:40]([CH3:43])(=[O:42])=[O:41])=[CH:32][CH:33]=1. (6) Given the reactants [F:1][CH:2]([F:54])[C:3]1[CH:8]=[CH:7][N:6]=[C:5]([NH:9][C:10]2[N:15]=[C:14]([C:16]3[CH:17]=[N:18][C:19]([C@@:22]([C@H:25]4[CH2:30][CH2:29][C@H:28]([C:31]([O:33][CH2:34][O:35][C:36](=[O:52])[O:37][CH2:38][CH2:39][CH2:40][CH2:41][CH2:42][CH2:43][NH:44]C(=O)OC(C)(C)C)=[O:32])[CH2:27][CH2:26]4)([OH:24])[CH3:23])=[CH:20][CH:21]=3)[CH:13]=[C:12]([CH3:53])[CH:11]=2)[CH:4]=1.C(O)(C(F)(F)F)=O, predict the reaction product. The product is: [F:54][CH:2]([F:1])[C:3]1[CH:8]=[CH:7][N:6]=[C:5]([NH:9][C:10]2[N:15]=[C:14]([C:16]3[CH:17]=[N:18][C:19]([C@@:22]([C@H:25]4[CH2:30][CH2:29][C@H:28]([C:31]([O:33][CH2:34][O:35][C:36]([O:37][CH2:38][CH2:39][CH2:40][CH2:41][CH2:42][CH2:43][NH2:44])=[O:52])=[O:32])[CH2:27][CH2:26]4)([OH:24])[CH3:23])=[CH:20][CH:21]=3)[CH:13]=[C:12]([CH3:53])[CH:11]=2)[CH:4]=1. (7) Given the reactants [Cl:1][C:2]1[CH:3]=[C:4]([C@:8]([C@@H:16]2[CH2:21][CH2:20][CH2:19][N:18]([C:22]([NH:24][C@@H:25]([CH2:28][CH:29]3[CH2:34][CH2:33][CH2:32][CH2:31][CH2:30]3)[CH2:26][OH:27])=[O:23])[CH2:17]2)([OH:15])[CH2:9][CH2:10][CH2:11][CH2:12][O:13][CH3:14])[CH:5]=[CH:6][CH:7]=1.[Si:35](OC[C@@H](NC(=O)OC1C=CC([N+]([O-])=O)=CC=1)CC1CCCCC1)([C:38]([CH3:41])([CH3:40])[CH3:39])([CH3:37])[CH3:36].ClC1C=C([C@]([C@@H]2CCCNC2)(O)CCCCOC)C=CC=1, predict the reaction product. The product is: [Si:35]([O:27][CH2:26][C@@H:25]([NH:24][C:22]([N:18]1[CH2:19][CH2:20][CH2:21][C@@H:16]([C@@:8]([C:4]2[CH:5]=[CH:6][CH:7]=[C:2]([Cl:1])[CH:3]=2)([OH:15])[CH2:9][CH2:10][CH2:11][CH2:12][O:13][CH3:14])[CH2:17]1)=[O:23])[CH2:28][CH:29]1[CH2:34][CH2:33][CH2:32][CH2:31][CH2:30]1)([C:38]([CH3:41])([CH3:40])[CH3:39])([CH3:37])[CH3:36]. (8) Given the reactants [CH3:1][C:2]1[S:3][C:4]2[CH:10]=[CH:9][C:8]([CH2:11]O)=[CH:7][C:5]=2[N:6]=1.[Cl:13][C:14]1[N:19]=[CH:18][N:17]=[C:16]2[NH:20][N:21]=[CH:22][C:15]=12.C1(P(C2C=CC=CC=2)C2C=CC=CC=2)C=CC=CC=1.CCOC(/N=N/C(OCC)=O)=O, predict the reaction product. The product is: [Cl:13][C:14]1[C:15]2[C:16](=[N:20][N:21]([CH2:11][C:8]3[CH:9]=[CH:10][C:4]4[S:3][C:2]([CH3:1])=[N:6][C:5]=4[CH:7]=3)[CH:22]=2)[N:17]=[CH:18][N:19]=1.